The task is: Predict the reaction yield, written as a fraction of the theoretical maximum amount of product (1.0 means a 100% yield; for example, 0.34 means a 34% yield).. This data is from Reaction yield outcomes from USPTO patents with 853,638 reactions. (1) The reactants are [CH2:1]([C:3]1[N:4]([C:28]2[CH:33]=[CH:32][C:31]([OH:34])=[CH:30][CH:29]=2)[C:5](=[O:27])[C:6]([CH2:12][C:13]2[CH:18]=[CH:17][C:16]([C:19]3[C:20]([C:25]#[N:26])=[CH:21][CH:22]=[CH:23][CH:24]=3)=[CH:15][CH:14]=2)=[C:7]([CH2:9][CH2:10][CH3:11])[N:8]=1)[CH3:2].[CH3:35][CH:36]1[CH2:41][CH:40](O)[CH2:39][CH2:38][O:37]1.C1(P(C2C=CC=CC=2)C2C=CC=CC=2)C=CC=CC=1.[N:63]([C:64]([O:66]C(C)C)=[O:65])=[N:63][C:64]([O:66]C(C)C)=[O:65]. The catalyst is O1CCCC1.O. The product is [CH2:1]([C:3]1[N:4]([C:28]2[CH:33]=[CH:32][C:31]([O:34][CH:40]3[CH2:39][CH2:38][O:37][CH:36]([CH3:35])[CH2:41]3)=[CH:30][CH:29]=2)[C:5](=[O:27])[C:6]([CH2:12][C:13]2[CH:18]=[CH:17][C:16]([C:19]3[CH:24]=[CH:23][CH:22]=[CH:21][C:20]=3[C:25]3[NH:63][C:64](=[O:65])[O:66][N:26]=3)=[CH:15][CH:14]=2)=[C:7]([CH2:9][CH2:10][CH3:11])[N:8]=1)[CH3:2]. The yield is 0.600. (2) The reactants are [CH2:1]([S:8][C:9]1[C:18]2[C:13](=[CH:14][CH:15]=[CH:16][CH:17]=2)[C:12](Br)=[CH:11][CH:10]=1)[C:2]1[CH:7]=[CH:6][CH:5]=[CH:4][CH:3]=1.[CH:20]1([CH2:26][C:27]2[N:28]=[C:29]([C:32]([O:34][CH2:35][CH3:36])=[O:33])[S:30][CH:31]=2)[CH2:25][CH2:24][CH2:23][CH2:22][CH2:21]1.CC([O-])=O.[K+].C1C=CC(P(C2C=CC=CC=2)C2C=CC=CC=2)=CC=1. The catalyst is CC(=O)OCC.O.CC([O-])=O.CC([O-])=O.[Pd+2].CN(C=O)C. The product is [CH2:1]([S:8][C:9]1[C:18]2[C:13](=[CH:14][CH:15]=[CH:16][CH:17]=2)[C:12]([C:31]2[S:30][C:29]([C:32]([O:34][CH2:35][CH3:36])=[O:33])=[N:28][C:27]=2[CH2:26][CH:20]2[CH2:25][CH2:24][CH2:23][CH2:22][CH2:21]2)=[CH:11][CH:10]=1)[C:2]1[CH:7]=[CH:6][CH:5]=[CH:4][CH:3]=1. The yield is 0.390. (3) The reactants are [C:1]1([SH:11])[C:10]2[C:5](=[CH:6][CH:7]=[CH:8][CH:9]=2)[CH:4]=[CH:3][CH:2]=1.C(NC(C)C)(C)C.Cl[CH2:20][C:21]1[C:30]([OH:31])=[CH:29][CH:28]=[C:27]2[C:22]=1[CH2:23][CH2:24][CH2:25][C:26]2=[O:32]. The catalyst is O=O.O1CCCC1. The product is [OH:31][C:30]1[C:21]([CH2:20][S:11][C:1]2[C:10]3[C:5](=[CH:6][CH:7]=[CH:8][CH:9]=3)[CH:4]=[CH:3][CH:2]=2)=[C:22]2[C:27](=[CH:28][CH:29]=1)[C:26](=[O:32])[CH2:25][CH2:24][CH2:23]2. The yield is 0.590. (4) The catalyst is C(O)(C)C. The reactants are [NH:1]1[C:5]2=[N:6][CH:7]=[CH:8][CH:9]=[C:4]2[CH:3]=[CH:2]1.Cl.[CH3:11][NH:12][CH3:13].[CH2:14]=O.O.Cl. The product is [CH3:11][N:12]([CH3:14])[CH2:13][C:3]1[C:4]2[C:5](=[N:6][CH:7]=[CH:8][CH:9]=2)[NH:1][CH:2]=1. The yield is 0.674. (5) The reactants are Cl.CN(C)CCC(O)=O.C([O-])([O-])=O.[K+].[K+].[CH:16]([C:18]1[CH:19]=[C:20]([CH:23]=[CH:24][CH:25]=1)[CH:21]=[O:22])=[CH2:17].Br[C:27]1[CH:28]=[N:29][CH:30]=[C:31]([C:33]([F:36])([F:35])[F:34])[CH:32]=1. The catalyst is CC([O-])=O.CC([O-])=O.[Pd+2].CN1C(=O)CCC1. The product is [F:34][C:33]([F:36])([F:35])[C:31]1[CH:32]=[C:27](/[CH:17]=[CH:16]/[C:18]2[CH:19]=[C:20]([CH:23]=[CH:24][CH:25]=2)[CH:21]=[O:22])[CH:28]=[N:29][CH:30]=1. The yield is 0.800.